Dataset: Catalyst prediction with 721,799 reactions and 888 catalyst types from USPTO. Task: Predict which catalyst facilitates the given reaction. (1) Product: [F:19][C:20]1[CH:32]=[C:31](/[CH:33]=[CH:37]/[C:36]([F:53])([F:52])[F:35])[CH:30]=[CH:29][C:21]=1[C:22]([O:24][C:25]([CH3:28])([CH3:27])[CH3:26])=[O:23]. Reactant: CCCC[N+](CCCC)(CCCC)CCCC.[F-].[F:19][C:20]1[CH:32]=[C:31]([CH:33]=O)[CH:30]=[CH:29][C:21]=1[C:22]([O:24][C:25]([CH3:28])([CH3:27])[CH3:26])=[O:23].[F:35][C:36]([F:53])([F:52])[CH2:37]P(=O)(C1C=CC=CC=1)C1C=CC=CC=1. The catalyst class is: 1. (2) Reactant: CS([O:5][CH2:6][CH2:7][O:8][CH2:9][CH2:10][O:11][CH2:12][CH2:13]O)(=O)=O.[N-:15]=[N+:16]=[N-:17].[Na+]. Product: [N:15]([CH2:13][CH2:12][O:11][CH2:10][CH2:9][O:8][CH2:7][CH2:6][OH:5])=[N+:16]=[N-:17]. The catalyst class is: 14.